Dataset: NCI-60 drug combinations with 297,098 pairs across 59 cell lines. Task: Regression. Given two drug SMILES strings and cell line genomic features, predict the synergy score measuring deviation from expected non-interaction effect. (1) Drug 1: C1=NC(=NC(=O)N1C2C(C(C(O2)CO)O)O)N. Drug 2: CN(C(=O)NC(C=O)C(C(C(CO)O)O)O)N=O. Cell line: MOLT-4. Synergy scores: CSS=23.8, Synergy_ZIP=-5.58, Synergy_Bliss=0.241, Synergy_Loewe=-27.0, Synergy_HSA=0.419. (2) Drug 2: COC1=C2C(=CC3=C1OC=C3)C=CC(=O)O2. Drug 1: CC1=C2C(C(=O)C3(C(CC4C(C3C(C(C2(C)C)(CC1OC(=O)C(C(C5=CC=CC=C5)NC(=O)OC(C)(C)C)O)O)OC(=O)C6=CC=CC=C6)(CO4)OC(=O)C)O)C)O. Synergy scores: CSS=1.18, Synergy_ZIP=-6.14, Synergy_Bliss=-13.2, Synergy_Loewe=-47.5, Synergy_HSA=-17.2. Cell line: SF-539. (3) Drug 1: CC1C(C(CC(O1)OC2CC(CC3=C2C(=C4C(=C3O)C(=O)C5=C(C4=O)C(=CC=C5)OC)O)(C(=O)C)O)N)O.Cl. Drug 2: C1=NC2=C(N=C(N=C2N1C3C(C(C(O3)CO)O)F)Cl)N. Cell line: HOP-62. Synergy scores: CSS=47.3, Synergy_ZIP=-1.95, Synergy_Bliss=2.92, Synergy_Loewe=-10.1, Synergy_HSA=1.83.